From a dataset of Forward reaction prediction with 1.9M reactions from USPTO patents (1976-2016). Predict the product of the given reaction. (1) Given the reactants [Br:1][CH:2]([CH3:16])[C:3]([C:5]1[S:9][C:8]2[CH:10]=[CH:11][C:12]([Cl:15])=[C:13]([Cl:14])[C:7]=2[CH:6]=1)=O.[NH:17]1[CH2:21][CH2:20][NH:19][C:18]1=[S:22].C(O)C, predict the reaction product. The product is: [BrH:1].[Cl:14][C:13]1[C:7]2[CH:6]=[C:5]([C:3]3[N:19]4[CH2:20][CH2:21][N:17]=[C:18]4[S:22][C:2]=3[CH3:16])[S:9][C:8]=2[CH:10]=[CH:11][C:12]=1[Cl:15]. (2) Given the reactants C([O-])(=O)CC(CC([O-])=O)(C([O-])=O)O.[Na+].[Na+].[Na+].O.[C:18]([O:21][CH2:22][C@@H:23]1[CH2:26][CH2:25][C@@H:24]1[CH2:27][O:28]C(=O)C)(=[O:20])[CH3:19].C(OCC1C=CC=CC=1)(=O)C1C=CC=CC=1, predict the reaction product. The product is: [C:18]([O:21][CH2:22][C@@H:23]1[CH2:26][CH2:25][C@@H:24]1[CH2:27][OH:28])(=[O:20])[CH3:19].